From a dataset of Full USPTO retrosynthesis dataset with 1.9M reactions from patents (1976-2016). Predict the reactants needed to synthesize the given product. (1) Given the product [CH:1]1[C:11]2[CH:10]=[CH:9][C:8]3[CH:12]=[CH:13][CH:14]=[CH:15][C:7]=3[C:6](=[CH:16][C:17]([N:23]3[CH2:24][CH2:25][N:20]([C:26]([O:28][C:29]([CH3:32])([CH3:31])[CH3:30])=[O:27])[CH2:21][CH2:22]3)=[O:18])[C:5]=2[CH:4]=[CH:3][CH:2]=1, predict the reactants needed to synthesize it. The reactants are: [CH:1]1[C:11]2[CH:10]=[CH:9][C:8]3[CH:12]=[CH:13][CH:14]=[CH:15][C:7]=3[C:6](=[CH:16][C:17](O)=[O:18])[C:5]=2[CH:4]=[CH:3][CH:2]=1.[N:20]1([C:26]([O:28][C:29]([CH3:32])([CH3:31])[CH3:30])=[O:27])[CH2:25][CH2:24][NH:23][CH2:22][CH2:21]1.Cl.C(N=C=NCCCN(C)C)C.C(N(CC)CC)C. (2) Given the product [F:1][C:2]1[CH:3]=[C:4]([N:9]2[C:14](=[O:15])[C:13]([O:16][CH2:46][C:47](=[O:48])[CH3:49])=[C:12]([C:17]3[CH:22]=[CH:21][C:20]([S:23]([CH3:26])(=[O:25])=[O:24])=[CH:19][CH:18]=3)[CH:11]=[N:10]2)[CH:5]=[CH:6][C:7]=1[F:8], predict the reactants needed to synthesize it. The reactants are: [F:1][C:2]1[CH:3]=[C:4]([N:9]2[C:14](=[O:15])[C:13]([OH:16])=[C:12]([C:17]3[CH:22]=[CH:21][C:20]([S:23]([CH3:26])(=[O:25])=[O:24])=[CH:19][CH:18]=3)[CH:11]=[N:10]2)[CH:5]=[CH:6][C:7]=1[F:8].C1C=CC(P(C2C=CC=CC=2)C2C=CC=CC=2)=CC=1.[CH3:46][C:47]([CH2:49]O)=[O:48].CC(OC(/N=N/C(OC(C)C)=O)=O)C.